This data is from NCI-60 drug combinations with 297,098 pairs across 59 cell lines. The task is: Regression. Given two drug SMILES strings and cell line genomic features, predict the synergy score measuring deviation from expected non-interaction effect. (1) Drug 1: CC1C(C(=O)NC(C(=O)N2CCCC2C(=O)N(CC(=O)N(C(C(=O)O1)C(C)C)C)C)C(C)C)NC(=O)C3=C4C(=C(C=C3)C)OC5=C(C(=O)C(=C(C5=N4)C(=O)NC6C(OC(=O)C(N(C(=O)CN(C(=O)C7CCCN7C(=O)C(NC6=O)C(C)C)C)C)C(C)C)C)N)C. Drug 2: C1C(C(OC1N2C=C(C(=O)NC2=O)F)CO)O. Cell line: HOP-62. Synergy scores: CSS=17.2, Synergy_ZIP=1.52, Synergy_Bliss=2.06, Synergy_Loewe=-4.04, Synergy_HSA=3.04. (2) Drug 1: C1CN1C2=NC(=NC(=N2)N3CC3)N4CC4. Drug 2: C1CCN(CC1)CCOC2=CC=C(C=C2)C(=O)C3=C(SC4=C3C=CC(=C4)O)C5=CC=C(C=C5)O. Cell line: CAKI-1. Synergy scores: CSS=25.4, Synergy_ZIP=-0.182, Synergy_Bliss=-0.0415, Synergy_Loewe=-0.892, Synergy_HSA=0.166.